This data is from NCI-60 drug combinations with 297,098 pairs across 59 cell lines. The task is: Regression. Given two drug SMILES strings and cell line genomic features, predict the synergy score measuring deviation from expected non-interaction effect. Cell line: SR. Drug 2: CS(=O)(=O)CCNCC1=CC=C(O1)C2=CC3=C(C=C2)N=CN=C3NC4=CC(=C(C=C4)OCC5=CC(=CC=C5)F)Cl. Synergy scores: CSS=13.2, Synergy_ZIP=7.52, Synergy_Bliss=10.6, Synergy_Loewe=2.05, Synergy_HSA=8.91. Drug 1: CC1=CC2C(CCC3(C2CCC3(C(=O)C)OC(=O)C)C)C4(C1=CC(=O)CC4)C.